From a dataset of Catalyst prediction with 721,799 reactions and 888 catalyst types from USPTO. Predict which catalyst facilitates the given reaction. (1) Reactant: Cl[C:2]1[C:11]2[C:6](=[CH:7][CH:8]=[CH:9][CH:10]=2)[N:5]=[C:4]([C:12]([F:21])([F:20])[C:13]2[CH:18]=[CH:17][C:16]([F:19])=[CH:15][CH:14]=2)[N:3]=1.[I-].[K+].CCN(C(C)C)C(C)C.[CH3:33][C:34]1[NH:38][N:37]=[C:36]([NH2:39])[CH:35]=1. Product: [F:20][C:12]([F:21])([C:13]1[CH:18]=[CH:17][C:16]([F:19])=[CH:15][CH:14]=1)[C:4]1[N:3]=[C:2]([NH:39][C:36]2[CH:35]=[C:34]([CH3:33])[NH:38][N:37]=2)[C:11]2[C:6](=[CH:7][CH:8]=[CH:9][CH:10]=2)[N:5]=1. The catalyst class is: 3. (2) Reactant: [C:1]1([C:7]2[C:15]3[C:10](=[CH:11][C:12]([C:16]([O:18][CH3:19])=[O:17])=[CH:13][CH:14]=3)[N:9](C([O-])=O)[CH:8]=2)[CH:6]=[CH:5][CH:4]=[CH:3][CH:2]=1.C(O)(C(F)(F)F)=O. Product: [C:1]1([C:7]2[C:15]3[C:10](=[CH:11][C:12]([C:16]([O:18][CH3:19])=[O:17])=[CH:13][CH:14]=3)[NH:9][CH:8]=2)[CH:2]=[CH:3][CH:4]=[CH:5][CH:6]=1. The catalyst class is: 2. (3) Reactant: [Cl:1][C:2]1[CH:7]=[CH:6][CH:5]=[C:4]([Cl:8])[C:3]=1[CH2:9][C:10]([OH:12])=O.CN(C=O)C.S(Cl)([Cl:20])=O. The catalyst class is: 2. Product: [Cl:1][C:2]1[CH:7]=[CH:6][CH:5]=[C:4]([Cl:8])[C:3]=1[CH2:9][C:10]([Cl:20])=[O:12]. (4) The catalyst class is: 7. Product: [F:21][C:22]1[CH:23]=[CH:24][C:25]([CH2:28][NH:29][C:30]([N:4]2[CH2:5][CH2:6][N:1]([C:7]([O:9][C:10]([CH3:13])([CH3:12])[CH3:11])=[O:8])[CH2:2][CH2:3]2)=[O:31])=[CH:26][CH:27]=1. Reactant: [N:1]1([C:7]([O:9][C:10]([CH3:13])([CH3:12])[CH3:11])=[O:8])[CH2:6][CH2:5][NH:4][CH2:3][CH2:2]1.C(N(CC)CC)C.[F:21][C:22]1[CH:27]=[CH:26][C:25]([CH2:28][N:29]=[C:30]=[O:31])=[CH:24][CH:23]=1. (5) Reactant: [Cl:1][C:2]1[C:7](=[O:8])[N:6]([C:9]2[CH:10]=[C:11]([CH:18]=[CH:19][C:20]=2[CH3:21])[C:12](N(OC)C)=[O:13])[C:5]([CH3:22])=[N:4][C:3]=1[O:23][CH2:24][C:25]1[N:26]=[C:27]([CH3:30])[S:28][CH:29]=1.[C:31]([Mg]Br)#[CH:32]. Product: [Cl:1][C:2]1[C:7](=[O:8])[N:6]([C:9]2[CH:10]=[C:11]([C:12](=[O:13])[C:31]#[CH:32])[CH:18]=[CH:19][C:20]=2[CH3:21])[C:5]([CH3:22])=[N:4][C:3]=1[O:23][CH2:24][C:25]1[N:26]=[C:27]([CH3:30])[S:28][CH:29]=1. The catalyst class is: 7. (6) Reactant: [S:1]1[CH:5]=[CH:4][N:3]=[C:2]1[CH:6]=O.[CH3:8][N:9]1[CH2:14][CH2:13][N:12]([NH2:15])[CH2:11][CH2:10]1.CN(C1C=CC(N=NC2C=CC(S(O)(=O)=O)=CC=2)=CC=1)C.Cl.C([BH3-])#N.[Na+]. Product: [CH3:8][N:9]1[CH2:14][CH2:13][N:12]([NH:15][CH2:6][C:2]2[S:1][CH:5]=[CH:4][N:3]=2)[CH2:11][CH2:10]1. The catalyst class is: 71. (7) Product: [Br:1][C:2]1[C:3]([O:13][CH:15]([CH3:17])[CH3:16])=[CH:4][CH:5]=[C:6]2[C:11]=1[N:10]=[C:9]([CH3:12])[CH:8]=[CH:7]2. Reactant: [Br:1][C:2]1[C:3]([OH:13])=[CH:4][CH:5]=[C:6]2[C:11]=1[N:10]=[C:9]([CH3:12])[CH:8]=[CH:7]2.I[CH:15]([CH3:17])[CH3:16].C(=O)([O-])[O-].[K+].[K+].CC(C)=O. The catalyst class is: 6.